Dataset: Full USPTO retrosynthesis dataset with 1.9M reactions from patents (1976-2016). Task: Predict the reactants needed to synthesize the given product. (1) Given the product [C:1]1([CH2:7][CH2:8][NH:9][CH:10]=[O:11])[CH:6]=[CH:5][CH:4]=[CH:3][CH:2]=1, predict the reactants needed to synthesize it. The reactants are: [C:1]1([CH2:7][CH2:8][NH2:9])[CH:6]=[CH:5][CH:4]=[CH:3][CH:2]=1.[CH:10](O)=[O:11]. (2) Given the product [N:6]1[C:7]2[N:8]([C:11]3[CH:17]=[CH:16][CH:15]=[CH:14][C:12]=3[N:13]=2)[CH:9]=[CH:10][C:5]=1[OH:1], predict the reactants needed to synthesize it. The reactants are: [OH-:1].[Na+].ClC(Cl)(Cl)[C:5]1[CH:10]=[CH:9][N:8]2[C:11]3[CH:17]=[CH:16][CH:15]=[CH:14][C:12]=3[N:13]=[C:7]2[N:6]=1.